From a dataset of Experimentally validated miRNA-target interactions with 360,000+ pairs, plus equal number of negative samples. Binary Classification. Given a miRNA mature sequence and a target amino acid sequence, predict their likelihood of interaction. (1) Result: 0 (no interaction). The miRNA is hsa-miR-412-5p with sequence UGGUCGACCAGUUGGAAAGUAAU. The protein sequence of the target gene is MEGPRGWLVLCVLAISLASMVTEDLCRAPDGKKGEAGRPGRRGRPGLKGEQGEPGAPGIRTGIQGLKGDQGEPGPSGNPGKVGYPGPSGPLGARGIPGIKGTKGSPGNIKDQPRPAFSAIRRNPPMGGNVVIFDTVITNQEEPYQNHSGRFVCTVPGYYYFTFQVLSQWEICLSIVSSSRGQVRRSLGFCDTTNKGLFQVVSGGMVLQLQQGDQVWVEKDPKKGHIYQGSEADSVFSGFLIFPSA. (2) Result: 1 (interaction). The protein sequence of the target gene is MKAIKKSLTEEEYLYLDFSHQTEGCIFPLHTSVTLFLLSYCDCKIFKICLVVTKEVSRDSSLLRDDLIQDVEIQIISRQELPPIVQNCCLPAVVERSDNFCRAGLAVVLRHIIQKSYEADPLKKELLELLGFKKTCLKACAEVSQWTRLCELTIPLAIENFLRESSDQPPTIPVEILQLEKKLSEPVRVHNDDKLRRQKLKQQKADGVGPPLTKGKAKSKVHTQETSEGLDSSSKSLELKVAFSKLTVQEEPATTNREPSHIRKAKASDLPPLEHVFAEGLYFTLADIVLLPCIHHFLVI.... The miRNA is hsa-miR-940 with sequence AAGGCAGGGCCCCCGCUCCCC. (3) The miRNA is hsa-miR-410-3p with sequence AAUAUAACACAGAUGGCCUGU. The protein sequence of the target gene is MDQRKNESIVPSITQLEDFLTEHNSNVVWLLVATILSCGWIIYLTYYNSRNVGLILTLVLNRLYKHGYIHIGSFSFSVLSGKVMVREIYYITEDMSIRIQDGFIIFRWWKMYNPKQKQHDPKAETRLYITVNDFEFHVYNRSDLYGRLQELFGLEPTIIPPKKDDDKTREIGRTRTQSKIERVKVKTESQDPTSSWRSLIPVIKVNVSTGRLAFGNHYQPQTLCINFDDAFLTYTTKPPSSHLDQFMHIVKGKLENVRVMLVPSPRYVGLQNDEPPRLMGEGFVVMQSNDVDIYYYMDEP.... Result: 1 (interaction).